From a dataset of Forward reaction prediction with 1.9M reactions from USPTO patents (1976-2016). Predict the product of the given reaction. (1) Given the reactants [C:1]([C:3]1[CH:8]=[CH:7][C:6]([C:9]2[CH:14]=[CH:13][C:12]([C:15]([O:17]C(C)(C)C)=[O:16])=[CH:11][C:10]=2[CH3:22])=[CH:5][CH:4]=1)#[N:2].C(O)(C(F)(F)F)=O, predict the reaction product. The product is: [C:1]([C:3]1[CH:8]=[CH:7][C:6]([C:9]2[CH:14]=[CH:13][C:12]([C:15]([OH:17])=[O:16])=[CH:11][C:10]=2[CH3:22])=[CH:5][CH:4]=1)#[N:2]. (2) Given the reactants [N:1]1[C:10]2[C:5](=[CH:6][CH:7]=[CH:8][CH:9]=2)[CH:4]=[CH:3][C:2]=1[CH:11]=O.[CH3:13][N:14]1[CH2:18][CH2:17][CH2:16][CH:15]1[CH2:19][CH2:20][NH2:21].[Na], predict the reaction product. The product is: [CH3:13][N:14]1[CH2:18][CH2:17][CH2:16][CH:15]1[CH2:19][CH2:20][NH:21][CH2:11][C:2]1[CH:3]=[CH:4][C:5]2[C:10](=[CH:9][CH:8]=[CH:7][CH:6]=2)[N:1]=1.